Dataset: Reaction yield outcomes from USPTO patents with 853,638 reactions. Task: Predict the reaction yield, written as a fraction of the theoretical maximum amount of product (1.0 means a 100% yield; for example, 0.34 means a 34% yield). (1) The reactants are [C:1]([O:5][C:6]([N:8]1[CH2:13][CH2:12][CH:11]([NH:14][C:15]2[CH:20]=[CH:19][C:18]([O:21][C:22]([O:24][C:25]([CH3:28])([CH3:27])[CH3:26])=[O:23])=[CH:17][N:16]=2)[CH2:10][CH2:9]1)=[O:7])([CH3:4])([CH3:3])[CH3:2].[C:29]([O:33][C:34](O[C:34]([O:33][C:29]([CH3:32])([CH3:31])[CH3:30])=[O:35])=[O:35])([CH3:32])([CH3:31])[CH3:30].O. The catalyst is CN(C1C=CN=CC=1)C.C(#N)C. The product is [C:1]([O:5][C:6]([N:8]1[CH2:13][CH2:12][CH:11]([N:14]([C:34]([O:33][C:29]([CH3:32])([CH3:31])[CH3:30])=[O:35])[C:15]2[CH:20]=[CH:19][C:18]([O:21][C:22]([O:24][C:25]([CH3:28])([CH3:27])[CH3:26])=[O:23])=[CH:17][N:16]=2)[CH2:10][CH2:9]1)=[O:7])([CH3:4])([CH3:3])[CH3:2]. The yield is 0.510. (2) The reactants are [NH2:1][C:2]1[CH:7]=[CH:6][CH:5]=[CH:4][N:3]=1.[F:8][CH:9]([F:13])[C:10](O)=[O:11].CCN=C=NCCCN(C)C.Cl. The catalyst is ClCCl.CN(C1C=CN=CC=1)C. The product is [F:8][CH:9]([F:13])[C:10]([N:1]=[C:2]1[CH:7]=[CH:6][CH:5]=[CH:4][NH:3]1)=[O:11]. The yield is 0.140.